This data is from Full USPTO retrosynthesis dataset with 1.9M reactions from patents (1976-2016). The task is: Predict the reactants needed to synthesize the given product. (1) Given the product [F:34][C:31]1[CH:32]=[CH:33][C:28]([CH2:27][C:20]2[C:21]3[C:26](=[CH:25][CH:24]=[CH:23][CH:22]=3)[C:17]([N:14]3[CH2:13][CH2:12][N:11]([C:8]4[N:7]=[CH:6][C:5]([C:43]([OH:42])([CH3:39])[CH3:36])=[CH:10][CH:9]=4)[CH2:16][CH2:15]3)=[N:18][N:19]=2)=[CH:29][CH:30]=1, predict the reactants needed to synthesize it. The reactants are: C(OC(=O)[C:5]1[CH:10]=[CH:9][C:8]([N:11]2[CH2:16][CH2:15][N:14]([C:17]3[C:26]4[C:21](=[CH:22][CH:23]=[CH:24][CH:25]=4)[C:20]([CH2:27][C:28]4[CH:33]=[CH:32][C:31]([F:34])=[CH:30][CH:29]=4)=[N:19][N:18]=3)[CH2:13][CH2:12]2)=[N:7][CH:6]=1)C.[CH3:36][Mg]I.[CH2:39]1[CH2:43][O:42]CC1. (2) Given the product [S:1](=[O:39])(=[O:38])([O:3][CH2:4][C@@H:5]1[CH2:9][C@@H:8]([O:10][C:11]2[CH:16]=[CH:15][N:14]=[C:13]([NH:17][C@@H:18]3[C:26]4[C:21](=[CH:22][C:23]([Cl:27])=[CH:24][CH:25]=4)[C:20]([CH3:28])([CH3:29])[CH2:19]3)[CH:12]=2)[CH2:7][C@@H:6]1[OH:30])[NH2:2], predict the reactants needed to synthesize it. The reactants are: [S:1](=[O:39])(=[O:38])([O:3][CH2:4][C@@H:5]1[CH2:9][C@@H:8]([O:10][C:11]2[CH:16]=[CH:15][N:14]=[C:13]([NH:17][C@@H:18]3[C:26]4[C:21](=[CH:22][C:23]([Cl:27])=[CH:24][CH:25]=4)[C:20]([CH3:29])([CH3:28])[CH2:19]3)[CH:12]=2)[CH2:7][C@@H:6]1[O:30][Si](C(C)(C)C)(C)C)[NH2:2]. (3) Given the product [C:14]([NH:13][C:11]([C:10]1[C:4]2[C:5](=[N:6][CH:7]=[C:2]([C:32]3[C:31]4[C:35](=[CH:36][CH:37]=[C:29]([O:28][CH:27]([F:26])[F:51])[CH:30]=4)[NH:34][N:33]=3)[N:3]=2)[N:8]([CH2:18][O:19][CH2:20][CH2:21][Si:22]([CH3:25])([CH3:24])[CH3:23])[CH:9]=1)=[O:12])([CH3:17])([CH3:16])[CH3:15], predict the reactants needed to synthesize it. The reactants are: Br[C:2]1[N:3]=[C:4]2[C:10]([C:11]([NH:13][C:14]([CH3:17])([CH3:16])[CH3:15])=[O:12])=[CH:9][N:8]([CH2:18][O:19][CH2:20][CH2:21][Si:22]([CH3:25])([CH3:24])[CH3:23])[C:5]2=[N:6][CH:7]=1.[F:26][CH:27]([F:51])[O:28][C:29]1[CH:30]=[C:31]2[C:35](=[CH:36][CH:37]=1)[NH:34][N:33]=[C:32]2[Sn](CCCC)(CCCC)CCCC. (4) Given the product [Cl:1][C:2]1[CH:3]=[C:4]([NH:17][C:18]2[CH:23]=[CH:22][CH:21]=[CH:20][C:19]=2[NH:24][C:25](=[O:31])[CH2:26][CH2:27][C:28]([NH:32][CH2:33][CH:34]([OH:37])[CH2:35][OH:36])=[O:30])[CH:5]=[CH:6][C:7]=1[C:8](=[O:16])[C:9]1[CH:14]=[CH:13][CH:12]=[CH:11][C:10]=1[CH3:15], predict the reactants needed to synthesize it. The reactants are: [Cl:1][C:2]1[CH:3]=[C:4]([NH:17][C:18]2[CH:23]=[CH:22][CH:21]=[CH:20][C:19]=2[NH:24][C:25](=[O:31])[CH2:26][CH2:27][C:28]([OH:30])=O)[CH:5]=[CH:6][C:7]=1[C:8](=[O:16])[C:9]1[CH:14]=[CH:13][CH:12]=[CH:11][C:10]=1[CH3:15].[NH2:32][CH2:33][CH:34]([OH:37])[CH2:35][OH:36]. (5) Given the product [CH2:1]([O:8][C:9]1[CH:10]=[C:11]([O:24][CH3:27])[C:12]2[C:13](=[O:23])[C:14]3[C:19]([O:20][C:21]=2[CH:22]=1)=[CH:18][CH:17]=[CH:16][CH:15]=3)[C:2]1[CH:7]=[CH:6][CH:5]=[CH:4][CH:3]=1, predict the reactants needed to synthesize it. The reactants are: [CH2:1]([O:8][C:9]1[CH:10]=[C:11]([OH:24])[C:12]2[C:13](=[O:23])[C:14]3[C:19]([O:20][C:21]=2[CH:22]=1)=[CH:18][CH:17]=[CH:16][CH:15]=3)[C:2]1[CH:7]=[CH:6][CH:5]=[CH:4][CH:3]=1.CI.[C:27]([O-])([O-])=O.[Cs+].[Cs+].Cl. (6) Given the product [CH2:2]([CH:3]([O:6][C:10]1[CH:11]=[C:12]([CH3:27])[N:13]=[C:14]([O:17][C:18]2[C:23]([CH3:24])=[CH:22][C:21]([CH3:25])=[CH:20][C:19]=2[CH3:26])[C:15]=1[CH3:16])[CH2:4][CH3:5])[CH3:1], predict the reactants needed to synthesize it. The reactants are: [CH3:1][CH2:2][CH:3]([OH:6])[CH2:4][CH3:5].[H-].[Na+].Cl[C:10]1[C:15]([CH3:16])=[C:14]([O:17][C:18]2[C:23]([CH3:24])=[CH:22][C:21]([CH3:25])=[CH:20][C:19]=2[CH3:26])[N:13]=[C:12]([CH3:27])[CH:11]=1. (7) Given the product [CH2:1]([O:8][C:9]1[N:14]=[N:13][C:12]([CH2:15][CH2:16][C:17]2[CH:18]=[CH:19][C:20]([CH2:23][CH2:24][Cl:45])=[CH:21][N:22]=2)=[CH:11][CH:10]=1)[C:2]1[CH:7]=[CH:6][CH:5]=[CH:4][CH:3]=1, predict the reactants needed to synthesize it. The reactants are: [CH2:1]([O:8][C:9]1[N:14]=[N:13][C:12]([CH2:15][CH2:16][C:17]2[N:22]=[CH:21][C:20]([CH2:23][CH2:24]O)=[CH:19][CH:18]=2)=[CH:11][CH:10]=1)[C:2]1[CH:7]=[CH:6][CH:5]=[CH:4][CH:3]=1.C1(P(C2C=CC=CC=2)C2C=CC=CC=2)C=CC=CC=1.[Cl:45]C(Cl)(Cl)C(C(Cl)(Cl)Cl)=O. (8) Given the product [CH3:1][N:2]1[C:7](=[O:8])[C:6]([C:9]2[CH:10]=[CH:11][N:12]=[CH:13][CH:14]=2)=[C:5]2[CH2:15][N:16]([CH2:19][CH2:20][C:21]3[CH:30]=[CH:29][C:28]4[C:23](=[CH:24][CH:25]=[CH:26][CH:27]=4)[N:22]=3)[C:17](=[O:18])[C:4]2=[CH:3]1, predict the reactants needed to synthesize it. The reactants are: [CH3:1][N:2]1[C:7](=[O:8])[C:6]([C:9]2[CH:14]=[CH:13][N:12]=[CH:11][CH:10]=2)=[C:5]2[C:15](=O)[N:16]([CH2:19][CH2:20][C:21]3[CH:30]=[CH:29][C:28]4[C:23](=[CH:24][CH:25]=[CH:26][CH:27]=4)[N:22]=3)[C:17](=[O:18])[C:4]2=[CH:3]1. (9) The reactants are: [Li+].C[Si]([N-][Si](C)(C)C)(C)C.[Cl-].COC[P+](C1C=CC=CC=1)(C1C=CC=CC=1)C1C=CC=CC=1.[CH2:34]([N:41]1[CH2:46][CH2:45][N:44]([CH2:47][C:48]2[CH:53]=[CH:52][CH:51]=[CH:50][CH:49]=2)[CH2:43][C@@H:42]1CC=O)[C:35]1[CH:40]=[CH:39][CH:38]=[CH:37][CH:36]=1.O.[CH2:58]1[CH2:62][O:61][CH2:60][CH2:59]1. Given the product [CH2:34]([N:41]1[CH2:46][CH2:45][N:44]([CH2:47][C:48]2[CH:49]=[CH:50][CH:51]=[CH:52][CH:53]=2)[CH2:43][C@@H:42]1[CH2:58][CH:59]=[CH:60][O:61][CH3:62])[C:35]1[CH:40]=[CH:39][CH:38]=[CH:37][CH:36]=1, predict the reactants needed to synthesize it. (10) Given the product [CH2:19]([O:14][C:13](=[O:15])[C:12]1[C:8](=[CH:7][C:3](=[C:2]([CH:16]=1)[C:1]([O:18][CH2:9][CH2:8][CH2:7][CH2:3][CH2:2][CH2:16][CH2:12][CH3:13])=[O:17])[C:4]([O:6][CH2:19][CH2:20][CH2:21][CH2:22][CH2:23][CH2:24][CH2:25][CH3:26])=[O:5])[C:9]([O:11][CH2:19][CH2:20][CH2:21][CH2:22][CH2:23][CH2:24][CH2:25][CH3:26])=[O:10])[CH2:20][CH2:21][CH2:22][CH2:23][CH2:24][CH2:25][CH3:26], predict the reactants needed to synthesize it. The reactants are: [C:1]([OH:18])(=[O:17])[C:2]1[C:3](=[CH:7][C:8](=[C:12]([CH:16]=1)[C:13]([OH:15])=[O:14])[C:9]([OH:11])=[O:10])[C:4]([OH:6])=[O:5].[CH2:19](O)[CH2:20][CH2:21][CH2:22][CH2:23][CH2:24][CH2:25][CH3:26].